Dataset: Catalyst prediction with 721,799 reactions and 888 catalyst types from USPTO. Task: Predict which catalyst facilitates the given reaction. (1) Product: [C:16]([C:12]1[C:11]([F:20])=[CH:10][C:9]([O:8][CH2:7][C:6]([OH:21])=[O:5])=[CH:14][C:13]=1[F:15])([CH3:19])([CH3:17])[CH3:18]. Reactant: C([O:5][C:6](=[O:21])[CH2:7][O:8][C:9]1[CH:14]=[C:13]([F:15])[C:12]([C:16]([CH3:19])([CH3:18])[CH3:17])=[C:11]([F:20])[CH:10]=1)(C)(C)C.C(O)(C(F)(F)F)=O. The catalyst class is: 2. (2) Reactant: Br[C:2]1[CH:14]=[C:13]([CH3:15])[C:12]([O:16][C:17]2[N:21]([CH3:22])[N:20]=[C:19]([CH3:23])[C:18]=2[CH3:24])=[CH:11][C:3]=1[O:4][C@@H:5]([CH3:10])[C:6]([O:8]C)=[O:7].[CH:25]1(OB(O)O)[CH2:27][CH2:26]1.C(=O)([O-])[O-].[K+].[K+].C1(P(C2CCCCC2)C2C=CC=CC=2C2C(OC)=CC=CC=2OC)CCCCC1. Product: [CH:25]1([C:2]2[CH:14]=[C:13]([CH3:15])[C:12]([O:16][C:17]3[N:21]([CH3:22])[N:20]=[C:19]([CH3:23])[C:18]=3[CH3:24])=[CH:11][C:3]=2[O:4][C@@H:5]([CH3:10])[C:6]([OH:8])=[O:7])[CH2:27][CH2:26]1. The catalyst class is: 720. (3) Reactant: [CH2:1]([OH:6])[CH2:2][CH2:3][CH:4]=[CH2:5].[CH2:7]=[CH:8][CH2:9][CH2:10][CH2:11][CH2:12][CH2:13][CH2:14][CH2:15][CH2:16]CC. Product: [CH2:1]([OH:6])[CH2:2][CH2:3]/[CH:4]=[CH:5]\[CH2:7][CH2:8][CH2:9][CH2:10][CH2:11][CH2:12][CH2:13][CH2:14][CH2:15][CH3:16]. The catalyst class is: 1. (4) Reactant: [Cl:1][C:2]1[C:7]([F:8])=[CH:6][C:5]([C:9]2[N:10]=[C:11]([N:20]3[CH2:25][CH2:24][C:23](=[CH:26][C:27]([O:29]CC)=[O:28])[CH2:22][CH2:21]3)[C:12]3[CH2:17][S:16](=[O:19])(=[O:18])[CH2:15][C:13]=3[N:14]=2)=[C:4]([F:32])[CH:3]=1.Cl. Product: [ClH:1].[Cl:1][C:2]1[C:7]([F:8])=[CH:6][C:5]([C:9]2[N:10]=[C:11]([N:20]3[CH2:25][CH2:24][C:23](=[CH:26][C:27]([OH:29])=[O:28])[CH2:22][CH2:21]3)[C:12]3[CH2:17][S:16](=[O:18])(=[O:19])[CH2:15][C:13]=3[N:14]=2)=[C:4]([F:32])[CH:3]=1. The catalyst class is: 1. (5) Reactant: S(=O)(=O)(O)O.[Br:6][C:7]1[CH:8]=[CH:9][C:10]([O:25][C:26]([F:29])([F:28])[F:27])=[C:11]([CH:13]2[C:15]3([C:19](=[O:20])[C:18]([CH3:22])([CH3:21])[O:17][C:16]3([CH3:24])[CH3:23])[O:14]2)[CH:12]=1. Product: [Br:6][C:7]1[CH:8]=[CH:9][C:10]([O:25][C:26]([F:28])([F:29])[F:27])=[C:11]([CH:13]2[C:19](=[O:20])[C:18]([CH3:21])([CH3:22])[O:17][C:16]([CH3:24])([CH3:23])[C:15]2=[O:14])[CH:12]=1. The catalyst class is: 26. (6) Reactant: [CH2:1]([N:3]([CH2:18][CH3:19])[CH2:4][CH2:5][NH:6][C:7]([C:9]1[C:13]([CH3:14])=[C:12]([CH:15]=O)[NH:11][C:10]=1[CH3:17])=[O:8])[CH3:2].[F:20][C:21]1[CH:22]=[C:23]2[C:27](=[CH:28][CH:29]=1)[NH:26][C:25](=[O:30])[CH2:24]2.N1CCCC1. Product: [CH3:2][CH2:1][N:3]([CH2:4][CH2:5][NH:6][C:7]([C:9]1[C:13]([CH3:14])=[C:12](/[CH:15]=[C:24]2/[C:23]3[CH:22]=[C:21]([F:20])[CH:29]=[CH:28][C:27]=3[NH:26][C:25]/2=[O:30])[NH:11][C:10]=1[CH3:17])=[O:8])[CH2:18][CH3:19]. The catalyst class is: 7.